From a dataset of NCI-60 drug combinations with 297,098 pairs across 59 cell lines. Regression. Given two drug SMILES strings and cell line genomic features, predict the synergy score measuring deviation from expected non-interaction effect. (1) Drug 1: CC1=CC2C(CCC3(C2CCC3(C(=O)C)OC(=O)C)C)C4(C1=CC(=O)CC4)C. Drug 2: C1=CC(=CC=C1C#N)C(C2=CC=C(C=C2)C#N)N3C=NC=N3. Cell line: NCI-H226. Synergy scores: CSS=-2.61, Synergy_ZIP=2.32, Synergy_Bliss=1.05, Synergy_Loewe=-4.74, Synergy_HSA=-4.65. (2) Drug 1: CCCS(=O)(=O)NC1=C(C(=C(C=C1)F)C(=O)C2=CNC3=C2C=C(C=N3)C4=CC=C(C=C4)Cl)F. Drug 2: C1=NNC2=C1C(=O)NC=N2. Cell line: SK-MEL-28. Synergy scores: CSS=28.8, Synergy_ZIP=-0.700, Synergy_Bliss=0.879, Synergy_Loewe=-41.3, Synergy_HSA=-2.10. (3) Drug 1: C1=C(C(=O)NC(=O)N1)F. Drug 2: CC1CCCC2(C(O2)CC(NC(=O)CC(C(C(=O)C(C1O)C)(C)C)O)C(=CC3=CSC(=N3)C)C)C. Cell line: SN12C. Synergy scores: CSS=21.1, Synergy_ZIP=-0.931, Synergy_Bliss=-2.24, Synergy_Loewe=-1.17, Synergy_HSA=-0.684. (4) Drug 1: CC1OCC2C(O1)C(C(C(O2)OC3C4COC(=O)C4C(C5=CC6=C(C=C35)OCO6)C7=CC(=C(C(=C7)OC)O)OC)O)O. Drug 2: CCC(=C(C1=CC=CC=C1)C2=CC=C(C=C2)OCCN(C)C)C3=CC=CC=C3.C(C(=O)O)C(CC(=O)O)(C(=O)O)O. Cell line: ACHN. Synergy scores: CSS=50.8, Synergy_ZIP=-1.53, Synergy_Bliss=-0.428, Synergy_Loewe=-16.2, Synergy_HSA=-1.20. (5) Drug 1: CC1=C(C(CCC1)(C)C)C=CC(=CC=CC(=CC(=O)O)C)C. Drug 2: CC1=C2C(C(=O)C3(C(CC4C(C3C(C(C2(C)C)(CC1OC(=O)C(C(C5=CC=CC=C5)NC(=O)OC(C)(C)C)O)O)OC(=O)C6=CC=CC=C6)(CO4)OC(=O)C)O)C)O. Cell line: K-562. Synergy scores: CSS=46.5, Synergy_ZIP=27.9, Synergy_Bliss=34.0, Synergy_Loewe=20.5, Synergy_HSA=23.4.